Task: Regression. Given a peptide amino acid sequence and an MHC pseudo amino acid sequence, predict their binding affinity value. This is MHC class II binding data.. Dataset: Peptide-MHC class II binding affinity with 134,281 pairs from IEDB (1) The peptide sequence is AAMGLRISSSFSFGG. The MHC is DRB1_0701 with pseudo-sequence DRB1_0701. The binding affinity (normalized) is 0.716. (2) The MHC is DRB1_1501 with pseudo-sequence DRB1_1501. The binding affinity (normalized) is 0. The peptide sequence is THFPFDEQNCSMK. (3) The peptide sequence is VLTYNGKRLEPNWAS. The MHC is DRB1_0901 with pseudo-sequence DRB1_0901. The binding affinity (normalized) is 0.230. (4) The peptide sequence is KSIIIPFIAYFVLMH. The MHC is HLA-DQA10301-DQB10302 with pseudo-sequence HLA-DQA10301-DQB10302. The binding affinity (normalized) is 0.182. (5) The peptide sequence is SQDLELSWNLNGLCAY. The MHC is DRB1_0802 with pseudo-sequence DRB1_0802. The binding affinity (normalized) is 0.285. (6) The peptide sequence is VIDWLVSNQSVRNRQEGLY. The MHC is DRB1_1001 with pseudo-sequence DRB1_1001. The binding affinity (normalized) is 0.707.